This data is from Drug-target binding data from BindingDB using Ki measurements. The task is: Regression. Given a target protein amino acid sequence and a drug SMILES string, predict the binding affinity score between them. We predict pKi (pKi = -log10(Ki in M); higher means stronger inhibition). Dataset: bindingdb_ki. (1) The compound is ONC=Nc1ccc(N2CCOCC2)c(Cl)c1. The target protein sequence is TTTTSATGLPTLEPAPVRRDRSASIKLHEAPSSSTVNPDSWNSSVMMTLTKSRSFTSSYAVSAANHVKAKKQNRPGALAKISPLQSPCSSPLQGTPASSPISKISALQFPESAETTAKHGPSSHRTLTYTQSAPDLSPQILDPPVICSSCGRPYSQATPADGPLEKSGEATQTSSRTDDTAQVTSDYETNNNSDS. The pKi is 5.0. (2) The compound is CC1=NN=C(c2ccc(N)cc2)c2cc3c(cc2C1)OCO3. The target protein (P19492) has sequence MGQSVLRAVFFLVLGLLGHSHGGFPNTISIGGLFMRNTVQEHSAFRFAVQLYNTNQNTTEKPFHLNYHVDHLDSSNSFSVTNAFCSQFSRGVYAIFGFYDQMSMNTLTSFCGALHTSFVTPSFPTDADVQFVIQMRPALKGAILSLLSYYKWEKFVYLYDTERGFSVLQAIMEAAVQNNWQVTARSVGNIKDVQEFRRIIEEMDRRQEKRYLIDCEVERINTILEQVVILGKHSRGYHYMLANLGFTDILLERVMHGGANITGFQIVNNENPMVQQFIQRWVRLDEREFPEAKNAPLKYTSALTHDAILVIAEAFRYLRRQRVDVSRRGSAGDCLANPAVPWSQGIDIERALKMVQVQGMTGNIQFDTYGRRTNYTIDVYEMKVSGSRKAGYWNEYERFVPFSDQQISNDSSSSENRTIVVTTILESPYVMYKKNHEQLEGNERYEGYCVDLAYEIAKHVRIKYKLSIVGDGKYGARDPETKIWNGMVGELVYGRADIAV.... The pKi is 5.0.